From a dataset of Catalyst prediction with 721,799 reactions and 888 catalyst types from USPTO. Predict which catalyst facilitates the given reaction. (1) Reactant: [OH:1][C:2]1[CH:3]=[C:4]([C:8]2[CH:9]=[N:10][CH:11]=[CH:12][CH:13]=2)[CH:5]=[CH:6][CH:7]=1.C(=O)([O-])[O-].[K+].[K+].[CH2:20]([O:22][C:23](=[O:28])[C:24](Br)([CH3:26])[CH3:25])[CH3:21]. Product: [CH2:20]([O:22][C:23](=[O:28])[C:24]([CH3:26])([O:1][C:2]1[CH:7]=[CH:6][CH:5]=[C:4]([C:8]2[CH:9]=[N:10][CH:11]=[CH:12][CH:13]=2)[CH:3]=1)[CH3:25])[CH3:21]. The catalyst class is: 35. (2) Reactant: [C:1]([O:12][CH3:13])(=[O:11])[C:2]1[CH:10]=[CH:9][CH:8]=[C:4]([C:5]([O-:7])=O)[CH:3]=1.[NH2:14][C@@H:15]([CH2:28][CH:29]1[CH2:34][CH2:33][CH2:32][CH2:31][CH2:30]1)[CH2:16][N:17]([CH3:27])[C:18](=[O:26])[O:19][CH2:20][CH2:21][Si:22]([CH3:25])([CH3:24])[CH3:23].C(Cl)CCl.C1C=CC2N(O)N=NC=2C=1.CCN(C(C)C)C(C)C. Product: [CH:29]1([CH2:28][C@H:15]([NH:14][C:5]([C:4]2[CH:3]=[C:2]([CH:10]=[CH:9][CH:8]=2)[C:1]([O:12][CH3:13])=[O:11])=[O:7])[CH2:16][N:17]([CH3:27])[C:18]([O:19][CH2:20][CH2:21][Si:22]([CH3:25])([CH3:24])[CH3:23])=[O:26])[CH2:30][CH2:31][CH2:32][CH2:33][CH2:34]1. The catalyst class is: 2. (3) Reactant: [Cl:1][C:2]1[CH:3]=[C:4]([C:12]2([C:35]([F:38])([F:37])[F:36])[O:16][N:15]=[C:14]([C:17]3[CH:22]=[CH:21][C:20]([C:23]([N:25]4[CH2:29][C:28](=[O:30])[NH:27][CH2:26]4)=[O:24])=[C:19]([C:31]([F:34])([F:33])[F:32])[CH:18]=3)[CH2:13]2)[CH:5]=[C:6]([C:8]([F:11])([F:10])[F:9])[CH:7]=1.CN(C)C=O.[H-].[Na+].FC(F)(F)S(O[CH2:52][C:53]([F:56])([F:55])[F:54])(=O)=O. Product: [Cl:1][C:2]1[CH:3]=[C:4]([C:12]2([C:35]([F:36])([F:37])[F:38])[O:16][N:15]=[C:14]([C:17]3[CH:22]=[CH:21][C:20]([C:23]([N:25]4[CH2:29][C:28](=[O:30])[N:27]([CH2:52][C:53]([F:56])([F:55])[F:54])[CH2:26]4)=[O:24])=[C:19]([C:31]([F:33])([F:34])[F:32])[CH:18]=3)[CH2:13]2)[CH:5]=[C:6]([C:8]([F:11])([F:10])[F:9])[CH:7]=1. The catalyst class is: 23.